From a dataset of Reaction yield outcomes from USPTO patents with 853,638 reactions. Predict the reaction yield, written as a fraction of the theoretical maximum amount of product (1.0 means a 100% yield; for example, 0.34 means a 34% yield). (1) The reactants are Cl[C:2]([O:4][CH3:5])=[O:3].[Cl:6][C:7]1[CH:12]=[C:11]([F:13])[CH:10]=[CH:9][C:8]=1[OH:14].[OH-].[Na+]. The catalyst is O. The product is [C:2](=[O:3])([O:4][CH3:5])[O:14][C:8]1[CH:9]=[CH:10][C:11]([F:13])=[CH:12][C:7]=1[Cl:6]. The yield is 0.790. (2) The reactants are C(=O)([O-])[O-].[K+].[K+].Br[CH2:8][C:9]([O:11][C:12]([CH3:15])([CH3:14])[CH3:13])=[O:10].[NH:16]1[CH:20]=[CH:19][N:18]=[C:17]1[CH:21]=[O:22]. The catalyst is CN(C)C=O. The product is [CH:21]([C:17]1[N:16]([CH2:8][C:9]([O:11][C:12]([CH3:15])([CH3:14])[CH3:13])=[O:10])[CH:20]=[CH:19][N:18]=1)=[O:22]. The yield is 0.480. (3) The reactants are Br[C:2]1[C:7](=[O:8])[N:6]([CH2:9][C:10]2[CH:15]=[CH:14][C:13]([C:16]3[C:17]([C:22]#[N:23])=[CH:18][CH:19]=[CH:20][CH:21]=3)=[CH:12][CH:11]=2)[C:5]([CH2:24][CH2:25][CH2:26][CH3:27])=[N:4][C:3]=1[CH:28]1[CH2:30][CH2:29]1.[CH2:31]([O:33][C:34]1[CH:39]=[CH:38][C:37](B(O)O)=[CH:36][CH:35]=1)[CH3:32].C(=O)([O-])[O-].[Cs+].[Cs+]. The catalyst is O1CCOCC1.C(OCC)(=O)C.C1C=CC(P(C2C=CC=CC=2)[C-]2C=CC=C2)=CC=1.C1C=CC(P(C2C=CC=CC=2)[C-]2C=CC=C2)=CC=1.Cl[Pd]Cl.[Fe+2]. The product is [CH2:24]([C:5]1[N:6]([CH2:9][C:10]2[CH:11]=[CH:12][C:13]([C:16]3[C:17]([C:22]#[N:23])=[CH:18][CH:19]=[CH:20][CH:21]=3)=[CH:14][CH:15]=2)[C:7](=[O:8])[C:2]([C:37]2[CH:38]=[CH:39][C:34]([O:33][CH2:31][CH3:32])=[CH:35][CH:36]=2)=[C:3]([CH:28]2[CH2:29][CH2:30]2)[N:4]=1)[CH2:25][CH2:26][CH3:27]. The yield is 0.700. (4) The reactants are Cl[C:2]1[N:7]=[N:6][C:5]2[O:8][CH2:9][CH2:10][O:11][C:4]=2[CH:3]=1.[CH3:12][N:13](C=O)C. The catalyst is [C-]#N.[Zn+2].[C-]#N.C1(P(C2C=CC=CC=2)[C-]2C=CC=C2)C=CC=CC=1.[C-]1(P(C2C=CC=CC=2)C2C=CC=CC=2)C=CC=C1.[Fe+2]. The product is [N:6]1[C:5]2[O:8][CH2:9][CH2:10][O:11][C:4]=2[CH:3]=[C:2]([C:12]#[N:13])[N:7]=1. The yield is 0.790. (5) The reactants are [CH2:1]([N:5]1[C:13](=[O:14])[C:12]2[N:11](CC=C)[C:10]([C:18]#[N:19])=[N:9][C:8]=2[N:7]([CH2:20][CH2:21][CH2:22][CH3:23])[C:6]1=[O:24])[CH2:2][CH2:3][CH3:4]. The catalyst is C1COCC1.CS(C)=O.C1C=CC([P]([Pd]([P](C2C=CC=CC=2)(C2C=CC=CC=2)C2C=CC=CC=2)([P](C2C=CC=CC=2)(C2C=CC=CC=2)C2C=CC=CC=2)[P](C2C=CC=CC=2)(C2C=CC=CC=2)C2C=CC=CC=2)(C2C=CC=CC=2)C2C=CC=CC=2)=CC=1. The product is [CH2:1]([N:5]1[C:13](=[O:14])[C:12]2[NH:11][C:10]([C:18]#[N:19])=[N:9][C:8]=2[N:7]([CH2:20][CH2:21][CH2:22][CH3:23])[C:6]1=[O:24])[CH2:2][CH2:3][CH3:4]. The yield is 0.240. (6) The reactants are [N:1]1[C:10]2[C:5](=[CH:6][CH:7]=[CH:8][C:9]=2[OH:11])[CH:4]=[CH:3][CH:2]=1.Br[CH2:13][C:14]([O:16][CH2:17][CH3:18])=[O:15].C([O-])([O-])=O.[K+].[K+]. The catalyst is CC#N. The product is [N:1]1[C:10]2[C:5](=[CH:6][CH:7]=[CH:8][C:9]=2[O:11][CH2:13][C:14]([O:16][CH2:17][CH3:18])=[O:15])[CH:4]=[CH:3][CH:2]=1. The yield is 0.810.